The task is: Regression. Given a peptide amino acid sequence and an MHC pseudo amino acid sequence, predict their binding affinity value. This is MHC class I binding data.. This data is from Peptide-MHC class I binding affinity with 185,985 pairs from IEDB/IMGT. (1) The MHC is HLA-A30:02 with pseudo-sequence HLA-A30:02. The binding affinity (normalized) is 0. The peptide sequence is FPYSTFPII. (2) The peptide sequence is NPRSGRWTP. The MHC is HLA-B07:02 with pseudo-sequence HLA-B07:02. The binding affinity (normalized) is 0.0847.